Dataset: Full USPTO retrosynthesis dataset with 1.9M reactions from patents (1976-2016). Task: Predict the reactants needed to synthesize the given product. (1) The reactants are: [NH2:1][C:2]1[CH:7]=[CH:6][CH:5]=[CH:4][C:3]=1[NH:8][C:9]([NH:11][C:12]1[C:16]([CH3:17])=[CH:15][S:14][CH:13]=1)=S.CI. Given the product [CH3:17][C:16]1[C:12]([NH:11][C:9]2[NH:8][C:3]3[CH:4]=[CH:5][CH:6]=[CH:7][C:2]=3[N:1]=2)=[CH:13][S:14][CH:15]=1, predict the reactants needed to synthesize it. (2) The reactants are: [C:1]([N:8]1[CH2:13][CH2:12][CH2:11][CH2:10][C:9]1=O)([O:3][C:4]([CH3:7])([CH3:6])[CH3:5])=[O:2].[CH:15]1([NH2:21])[CH2:20][CH2:19][CH2:18][CH2:17][CH2:16]1.C(O[BH-](OC(=O)C)OC(=O)C)(=O)C.[Na+].CO. Given the product [CH:15]1([NH:21][CH:11]2[CH2:12][CH2:13][N:8]([C:1]([O:3][C:4]([CH3:7])([CH3:6])[CH3:5])=[O:2])[CH2:9][CH2:10]2)[CH2:20][CH2:19][CH2:18][CH2:17][CH2:16]1, predict the reactants needed to synthesize it.